Task: Predict the product of the given reaction.. Dataset: Forward reaction prediction with 1.9M reactions from USPTO patents (1976-2016) Given the reactants [C:1]1([C:7]2([CH2:13][OH:14])[CH2:12][CH2:11][NH:10][CH2:9][CH2:8]2)[CH:6]=[CH:5][CH:4]=[CH:3][CH:2]=1.C=O.O1CCOC[CH2:18]1.Cl, predict the reaction product. The product is: [NH:10]1[CH2:9][CH2:8][C:7]2([C:1]3[C:2](=[CH:3][CH:4]=[CH:5][CH:6]=3)[CH2:18][O:14][CH2:13]2)[CH2:12][CH2:11]1.